Dataset: Reaction yield outcomes from USPTO patents with 853,638 reactions. Task: Predict the reaction yield, written as a fraction of the theoretical maximum amount of product (1.0 means a 100% yield; for example, 0.34 means a 34% yield). (1) The reactants are [N:1]([CH2:4][C@@H:5]([NH:13][C:14]([C:16]1[S:32][C:19]2=[N:20][C:21]3[CH2:22][CH2:23][CH:24]([C:28]([CH3:31])([CH3:30])[CH3:29])[CH2:25][C:26]=3[CH:27]=[C:18]2[CH:17]=1)=[O:15])[C:6]1[CH:11]=[CH:10][CH:9]=[C:8](Br)[CH:7]=1)=[N+]=[N-].[C:33]1(B(O)O)[CH:38]=[CH:37][CH:36]=[CH:35][CH:34]=1.C1C=CC(P(C2C=CC=CC=2)C2C=CC=CC=2)=CC=1.C([O-])([O-])=O.[Na+].[Na+]. The catalyst is COCCOC.C1C=CC([P]([Pd]([P](C2C=CC=CC=2)(C2C=CC=CC=2)C2C=CC=CC=2)([P](C2C=CC=CC=2)(C2C=CC=CC=2)C2C=CC=CC=2)[P](C2C=CC=CC=2)(C2C=CC=CC=2)C2C=CC=CC=2)(C2C=CC=CC=2)C2C=CC=CC=2)=CC=1. The product is [NH2:1][CH2:4][C@@H:5]([NH:13][C:14]([C:16]1[S:32][C:19]2=[N:20][C:21]3[CH2:22][CH2:23][CH:24]([C:28]([CH3:31])([CH3:30])[CH3:29])[CH2:25][C:26]=3[CH:27]=[C:18]2[CH:17]=1)=[O:15])[C:6]1[CH:7]=[C:8]([C:33]2[CH:38]=[CH:37][CH:36]=[CH:35][CH:34]=2)[CH:9]=[CH:10][CH:11]=1. The yield is 0.600. (2) The reactants are Cl[C:2]1[C:7]([C:8]#[N:9])=[CH:6][CH:5]=[CH:4][N:3]=1.C([Sn](CCCC)(CCCC)[C:15]1[CH:16]=[N:17][CH:18]=[CH:19][CH:20]=1)CCC. No catalyst specified. The product is [N:3]1[CH:4]=[CH:5][CH:6]=[C:7]([C:8]#[N:9])[C:2]=1[C:15]1[CH:16]=[N:17][CH:18]=[CH:19][CH:20]=1. The yield is 0.840. (3) The reactants are Cl.[N:2]1[CH:7]=[CH:6][CH:5]=[CH:4][C:3]=1[N:8]([CH2:32][CH2:33][C:34]([O:36][CH2:37][CH3:38])=[O:35])[C:9]([C:11]1[CH:31]=[CH:30][C:14]2[N:15]([CH3:29])[C:16]([CH2:18][NH:19][C:20]3[CH:25]=[CH:24][C:23]([C:26](=[NH:28])[NH2:27])=[CH:22][CH:21]=3)=[N:17][C:13]=2[CH:12]=1)=[O:10].Cl[C:40]([O:42][CH2:43][CH2:44][CH2:45][CH2:46][CH2:47][CH2:48][CH2:49][CH3:50])=[O:41]. The catalyst is ClCCl.CO. The product is [N:2]1[CH:7]=[CH:6][CH:5]=[CH:4][C:3]=1[N:8]([CH2:32][CH2:33][C:34]([O:36][CH2:37][CH3:38])=[O:35])[C:9]([C:11]1[CH:31]=[CH:30][C:14]2[N:15]([CH3:29])[C:16]([CH2:18][NH:19][C:20]3[CH:25]=[CH:24][C:23]([C:26](=[NH:27])[NH:28][C:40]([O:42][CH2:43][CH2:44][CH2:45][CH2:46][CH2:47][CH2:48][CH2:49][CH3:50])=[O:41])=[CH:22][CH:21]=3)=[N:17][C:13]=2[CH:12]=1)=[O:10]. The yield is 0.570. (4) The reactants are Cl[C:2]1[CH:7]=[CH:6][N:5]=[C:4]2[CH:8]=[C:9]([C:11]([N:13]3[CH2:17][CH2:16][CH2:15][C@H:14]3[CH2:18][O:19][CH3:20])=[O:12])[S:10][C:3]=12.[CH:21]1([NH:24][C:25]([C:27]2[C:28]3[CH:36]=[CH:35][C:34]([OH:37])=[CH:33][C:29]=3[S:30][C:31]=2[CH3:32])=[O:26])[CH2:23][CH2:22]1.C([O-])([O-])=O.[Cs+].[Cs+]. No catalyst specified. The product is [CH:21]1([NH:24][C:25]([C:27]2[C:28]3[CH:36]=[CH:35][C:34]([O:37][C:2]4[CH:7]=[CH:6][N:5]=[C:4]5[CH:8]=[C:9]([C:11]([N:13]6[CH2:17][CH2:16][CH2:15][C@H:14]6[CH2:18][O:19][CH3:20])=[O:12])[S:10][C:3]=45)=[CH:33][C:29]=3[S:30][C:31]=2[CH3:32])=[O:26])[CH2:23][CH2:22]1. The yield is 0.700. (5) The reactants are [CH3:1][O:2][C:3]1[CH:4]=[C:5]([SH:9])[CH:6]=[CH:7][CH:8]=1.[C:10](Cl)(=[O:14])[C:11](Cl)=[O:12].[Cl-].[Al+3].[Cl-].[Cl-]. The catalyst is CCOCC. The product is [CH3:1][O:2][C:3]1[CH:8]=[CH:7][C:6]2[C:10](=[O:14])[C:11](=[O:12])[S:9][C:5]=2[CH:4]=1. The yield is 0.470. (6) The reactants are I[C:2]1[CH:3]=[CH:4][C:5]2[N:6]([CH:8]=[C:9]([NH:11][C:12]([CH:14]3[CH2:16][CH2:15]3)=[O:13])[N:10]=2)[N:7]=1.[CH3:17][N:18]1[C:22]2[CH:23]=[CH:24][C:25]([OH:27])=[CH:26][C:21]=2[N:20]=[C:19]1[CH3:28].C(=O)([O-])[O-].[K+].[K+]. The catalyst is CN(C)C=O. The product is [CH3:17][N:18]1[C:22]2[CH:23]=[CH:24][C:25]([O:27][C:2]3[CH:3]=[CH:4][C:5]4[N:6]([CH:8]=[C:9]([NH:11][C:12]([CH:14]5[CH2:16][CH2:15]5)=[O:13])[N:10]=4)[N:7]=3)=[CH:26][C:21]=2[N:20]=[C:19]1[CH3:28]. The yield is 0.280. (7) The reactants are [Br:1][C:2]1[CH:3]=[C:4]2[C:8](=[CH:9][C:10]=1[N+:11]([O-])=O)[NH:7][CH:6]=[CH:5]2. The catalyst is C(O)C.[Ni]. The product is [Br:1][C:2]1[CH:3]=[C:4]2[C:8](=[CH:9][C:10]=1[NH2:11])[NH:7][CH:6]=[CH:5]2. The yield is 0.300. (8) The reactants are [CH2:1]([O:4][NH:5][C:6](=[O:12])[O:7][C:8]([CH3:11])([CH3:10])[CH3:9])[CH:2]=[CH2:3].[OH:13]NC(=O)OC(C)(C)C.[H-].[Na+].C(Br)C=C.ClC1C=CC=C(C(OO)=O)C=1. The catalyst is ClCCl. The product is [O:13]1[CH2:3][CH:2]1[CH2:1][O:4][NH:5][C:6](=[O:12])[O:7][C:8]([CH3:11])([CH3:10])[CH3:9]. The yield is 0.620.